From a dataset of Forward reaction prediction with 1.9M reactions from USPTO patents (1976-2016). Predict the product of the given reaction. (1) Given the reactants [CH2:1]([C:5]1[C:9](/[CH:10]=[CH:11]/[C:12]2[S:13][C:14]([C:18]([OH:20])=O)=[C:15]([CH3:17])[N:16]=2)=[C:8]([CH3:21])[O:7][N:6]=1)[CH2:2][CH2:3][CH3:4].[O:22]=[S:23]1(=[O:29])[CH2:27][CH2:26][CH:25]([NH2:28])[CH2:24]1, predict the reaction product. The product is: [O:22]=[S:23]1(=[O:29])[CH2:27][CH2:26][CH:25]([NH:28][C:18]([C:14]2[S:13][C:12](/[CH:11]=[CH:10]/[C:9]3[C:5]([CH2:1][CH2:2][CH2:3][CH3:4])=[N:6][O:7][C:8]=3[CH3:21])=[N:16][C:15]=2[CH3:17])=[O:20])[CH2:24]1. (2) Given the reactants Cl[C:2]1[C:7]([N+:8]([O-:10])=[O:9])=[CH:6][CH:5]=[CH:4][C:3]=1[N+:11]([O-:13])=[O:12].[CH2:14]([NH2:16])[CH3:15], predict the reaction product. The product is: [N+:11]([C:3]1[CH:4]=[CH:5][CH:6]=[C:7]([N+:8]([O-:10])=[O:9])[C:2]=1[NH:16][CH2:14][CH3:15])([O-:13])=[O:12]. (3) Given the reactants C(OC([NH:11][C:12]([CH3:35])([CH3:34])[CH2:13][C:14]1[CH:19]=[CH:18][C:17]([C:20]2[CH:25]=[CH:24][C:23]([C:26]([O:28][CH3:29])=[O:27])=[C:22]([CH2:30][CH:31]([CH3:33])[CH3:32])[CH:21]=2)=[CH:16][CH:15]=1)=O)C1C=CC=CC=1.C([O-])=O.[NH4+], predict the reaction product. The product is: [NH2:11][C:12]([CH3:34])([CH3:35])[CH2:13][C:14]1[CH:19]=[CH:18][C:17]([C:20]2[CH:25]=[CH:24][C:23]([C:26]([O:28][CH3:29])=[O:27])=[C:22]([CH2:30][CH:31]([CH3:32])[CH3:33])[CH:21]=2)=[CH:16][CH:15]=1. (4) Given the reactants [CH2:1]([N:8]1[CH2:40][CH2:39][C:11]2([N:15]([CH2:16][C:17]3[CH:26]=[CH:25][C:20]([C:21]([O:23]C)=[O:22])=[CH:19][CH:18]=3)[C:14](=[O:27])[N:13]([C:28]3[CH:33]=[CH:32][C:31]([O:34][C:35]([F:38])([F:37])[F:36])=[CH:30][CH:29]=3)[CH2:12]2)[CH2:10][CH2:9]1)[C:2]1[CH:7]=[CH:6][CH:5]=[CH:4][CH:3]=1.[OH-].[Na+], predict the reaction product. The product is: [CH2:1]([N:8]1[CH2:9][CH2:10][C:11]2([N:15]([CH2:16][C:17]3[CH:26]=[CH:25][C:20]([C:21]([OH:23])=[O:22])=[CH:19][CH:18]=3)[C:14](=[O:27])[N:13]([C:28]3[CH:29]=[CH:30][C:31]([O:34][C:35]([F:36])([F:37])[F:38])=[CH:32][CH:33]=3)[CH2:12]2)[CH2:39][CH2:40]1)[C:2]1[CH:7]=[CH:6][CH:5]=[CH:4][CH:3]=1. (5) Given the reactants CC1(C)C(C)(C)OB([C:9]2[CH:10]=[C:11]([NH:15][C:16](=[O:23])[C:17]3[CH:22]=[CH:21][CH:20]=[CH:19][CH:18]=3)[CH:12]=[N:13][CH:14]=2)O1.Cl[C:26]1[CH:27]=[CH:28][C:29]2[N:30]=[CH:31][N:32]=[C:33]([O:36][CH:37]3[CH2:42][CH2:41][O:40][CH2:39][CH2:38]3)[C:34]=2[N:35]=1.C(=O)(O)[O-].[Na+], predict the reaction product. The product is: [O:40]1[CH2:39][CH2:38][CH:37]([O:36][C:33]2[C:34]3[N:35]=[C:26]([C:9]4[CH:10]=[C:11]([NH:15][C:16](=[O:23])[C:17]5[CH:18]=[CH:19][CH:20]=[CH:21][CH:22]=5)[CH:12]=[N:13][CH:14]=4)[CH:27]=[CH:28][C:29]=3[N:30]=[CH:31][N:32]=2)[CH2:42][CH2:41]1. (6) Given the reactants [NH2:1][CH2:2][C@H:3]1[C@H:9]([C:10]2[CH:15]=[CH:14][C:13]([Cl:16])=[C:12]([Cl:17])[CH:11]=2)[O:8][CH2:7][CH2:6][N:5]([C:18]([O:20][C:21]([CH3:24])([CH3:23])[CH3:22])=[O:19])[CH2:4]1.C(N(CC)CC)C.[CH3:32][S:33](Cl)(=[O:35])=[O:34], predict the reaction product. The product is: [Cl:17][C:12]1[CH:11]=[C:10]([C@@H:9]2[O:8][CH2:7][CH2:6][N:5]([C:18]([O:20][C:21]([CH3:24])([CH3:23])[CH3:22])=[O:19])[CH2:4][C@H:3]2[CH2:2][NH:1][S:33]([CH3:32])(=[O:35])=[O:34])[CH:15]=[CH:14][C:13]=1[Cl:16]. (7) The product is: [CH3:12][C:11]1[C:2]([C:19]2[CH:24]=[CH:23][CH:22]=[CH:21][CH:20]=2)=[C:3]([O:15][CH2:16][O:17][CH3:18])[C:4]2[C:9]([CH:10]=1)=[CH:8][C:7]([O:13][CH3:14])=[CH:6][CH:5]=2. Given the reactants Br[C:2]1[C:11]([CH3:12])=[CH:10][C:9]2[C:4](=[CH:5][CH:6]=[C:7]([O:13][CH3:14])[CH:8]=2)[C:3]=1[O:15][CH2:16][O:17][CH3:18].[C:19]1(B(O)O)[CH:24]=[CH:23][CH:22]=[CH:21][CH:20]=1.C(=O)([O-])[O-].[Na+].[Na+], predict the reaction product.